This data is from Catalyst prediction with 721,799 reactions and 888 catalyst types from USPTO. The task is: Predict which catalyst facilitates the given reaction. Reactant: [F:1][C:2]1[CH:7]=[CH:6][C:5]([C:8]2[C:17]([N:18]([CH3:25])[CH:19]3[CH2:24][CH2:23][NH:22][CH2:21][CH2:20]3)=[N:16][C:15]3[C:10](=[CH:11][CH:12]=[C:13]([C:26]([O:28][CH3:29])=[O:27])[CH:14]=3)[N:9]=2)=[CH:4][CH:3]=1.C(=O)([O-])[O-].[K+].[K+].[CH3:36][CH2:37]I. Product: [CH2:36]([N:22]1[CH2:23][CH2:24][CH:19]([N:18]([CH3:25])[C:17]2[NH:16][C:15]3[C:10](=[CH:11][CH:12]=[C:13]([C:26]([O:28][CH3:29])=[O:27])[CH:14]=3)[NH:9][C:8]=2[C:5]2[CH:6]=[CH:7][C:2]([F:1])=[CH:3][CH:4]=2)[CH2:20][CH2:21]1)[CH3:37]. The catalyst class is: 35.